The task is: Predict the product of the given reaction.. This data is from Forward reaction prediction with 1.9M reactions from USPTO patents (1976-2016). (1) Given the reactants O/[CH:2]=[C:3]1\[C:4](=O)[C@:5]2([C:18]3[CH:23]=[CH:22][CH:21]=[CH:20][CH:19]=3)[C@@H:10]([CH2:11][CH2:12]\1)[C@H:9]([CH3:13])[C:8]1([O:17][CH2:16][CH2:15][O:14]1)[CH2:7][CH2:6]2.Br.[O:26]1[CH2:31][CH2:30][N:29]([C:32]([NH2:34])=[NH:33])[CH2:28][CH2:27]1.N1CCCCC1, predict the reaction product. The product is: [CH3:13][C@@H:9]1[C:8]2([O:17][CH2:16][CH2:15][O:14]2)[CH2:7][CH2:6][C@@:5]2([C:18]3[CH:19]=[CH:20][CH:21]=[CH:22][CH:23]=3)[C@H:10]1[CH2:11][CH2:12][C:3]1[CH:2]=[N:33][C:32]([N:29]3[CH2:30][CH2:31][O:26][CH2:27][CH2:28]3)=[N:34][C:4]=12. (2) Given the reactants Cl[C:2]1[C:3]2[CH2:16][CH2:15][N:14]([C:17]3[CH:18]=[N:19][CH:20]=[CH:21][CH:22]=3)[C:4]=2[N:5]=[C:6]([N:8]2[CH2:13][CH2:12][O:11][CH2:10][CH2:9]2)[N:7]=1.[CH3:23][O:24][C:25]1[C:30](B2OC(C)(C)C(C)(C)O2)=[CH:29][CH:28]=[CH:27][N:26]=1.B(O)O, predict the reaction product. The product is: [CH3:23][O:24][C:25]1[C:30]([C:2]2[C:3]3[CH2:16][CH2:15][N:14]([C:17]4[CH:18]=[N:19][CH:20]=[CH:21][CH:22]=4)[C:4]=3[N:5]=[C:6]([N:8]3[CH2:13][CH2:12][O:11][CH2:10][CH2:9]3)[N:7]=2)=[CH:29][CH:28]=[CH:27][N:26]=1. (3) Given the reactants [OH:1][CH:2]1[CH2:6][NH:5][CH:4]([C:7]([OH:9])=[O:8])[CH2:3]1.C1COCC1.[OH-].[Na+].[CH3:17][C:18]([O:21][C:22](O[C:22]([O:21][C:18]([CH3:20])([CH3:19])[CH3:17])=[O:23])=[O:23])([CH3:20])[CH3:19], predict the reaction product. The product is: [C:18]([O:21][C:22]([N:5]1[CH2:6][CH:2]([OH:1])[CH2:3][CH:4]1[C:7]([OH:9])=[O:8])=[O:23])([CH3:20])([CH3:19])[CH3:17]. (4) Given the reactants Cl.[C:2]([C:4]1[C:5](O)=[C:6]([C:10]2[N:20]=[CH:19][CH:18]=[CH:17][C:11]=2[C:12]([O:14][CH2:15][CH3:16])=[O:13])[CH:7]=[CH:8][CH:9]=1)#[N:3].CS([O:26][CH2:27][CH2:28][C:29]1[N:30]=[C:31]([C:35]2[CH:40]=[CH:39][CH:38]=[CH:37][CH:36]=2)[O:32][C:33]=1[CH3:34])(=O)=O.C(=O)([O-])[O-].[K+].[K+], predict the reaction product. The product is: [C:2]([C:4]1[CH:5]=[C:6]([C:10]2[N:20]=[CH:19][CH:18]=[CH:17][C:11]=2[C:12]([O:14][CH2:15][CH3:16])=[O:13])[CH:7]=[CH:8][C:9]=1[O:26][CH2:27][CH2:28][C:29]1[N:30]=[C:31]([C:35]2[CH:40]=[CH:39][CH:38]=[CH:37][CH:36]=2)[O:32][C:33]=1[CH3:34])#[N:3]. (5) Given the reactants C[O-].[Na+].[C:4]([O:12]CC)(=O)[CH2:5][C:6]([O:8]CC)=O.[F:15][C:16]([F:25])([F:24])[CH:17]1[CH2:22][CH2:21][NH:20][C:19]([NH2:23])=[N:18]1.Cl, predict the reaction product. The product is: [OH:8][C:6]1[N:23]=[C:19]2[NH:18][CH:17]([C:16]([F:25])([F:15])[F:24])[CH2:22][CH2:21][N:20]2[C:4](=[O:12])[CH:5]=1. (6) Given the reactants Cl[C:2]1[N:7]=[CH:6][N:5]=[C:4]([NH:8][C:9]2[CH:14]=[CH:13][CH:12]=[C:11]([CH2:15][S:16]([CH3:19])(=[O:18])=[O:17])[CH:10]=2)[N:3]=1.[F:20][C:21]1[CH:22]=[CH:23][C:24]([O:30][CH2:31][C:32]2[CH:37]=[CH:36][CH:35]=[CH:34][C:33]=2[F:38])=[C:25](B(O)O)[CH:26]=1, predict the reaction product. The product is: [F:20][C:21]1[CH:22]=[CH:23][C:24]([O:30][CH2:31][C:32]2[CH:37]=[CH:36][CH:35]=[CH:34][C:33]=2[F:38])=[C:25]([C:2]2[N:7]=[CH:6][N:5]=[C:4]([NH:8][C:9]3[CH:14]=[CH:13][CH:12]=[C:11]([CH2:15][S:16]([CH3:19])(=[O:18])=[O:17])[CH:10]=3)[N:3]=2)[CH:26]=1. (7) The product is: [CH3:34][N:35]1[CH2:40][CH2:39][N:38]([CH2:2][CH2:3][N:4]([C:9]2[CH:10]=[C:11]3[C:15](=[CH:16][CH:17]=2)[C:14](=[O:18])[N:13]([CH2:19][C:20]([O:22][C:23]([CH3:26])([CH3:25])[CH3:24])=[O:21])[C:12]3=[O:27])[S:5]([CH3:8])(=[O:7])=[O:6])[CH2:37][CH2:36]1. Given the reactants Br[CH2:2][CH2:3][N:4]([C:9]1[CH:10]=[C:11]2[C:15](=[CH:16][CH:17]=1)[C:14](=[O:18])[N:13]([CH2:19][C:20]([O:22][C:23]([CH3:26])([CH3:25])[CH3:24])=[O:21])[C:12]2=[O:27])[S:5]([CH3:8])(=[O:7])=[O:6].C([O-])([O-])=O.[K+].[K+].[CH3:34][N:35]1[CH2:40][CH2:39][NH:38][CH2:37][CH2:36]1, predict the reaction product. (8) Given the reactants [NH2:1][C@H:2]1[CH2:7][CH2:6][C@H:5]([OH:8])[CH2:4][CH2:3]1.[C:9]1(=O)[O:13][CH2:12][CH2:11][CH2:10]1, predict the reaction product. The product is: [OH:8][C@H:5]1[CH2:6][CH2:7][C@H:2]([N:1]2[CH2:9][CH2:10][CH2:11][C:12]2=[O:13])[CH2:3][CH2:4]1.